Dataset: Catalyst prediction with 721,799 reactions and 888 catalyst types from USPTO. Task: Predict which catalyst facilitates the given reaction. (1) Reactant: [CH:1]1([C:10]([O:12][CH3:13])=[O:11])[C:9]2[C:4](=[CH:5][CH:6]=[CH:7][CH:8]=2)[CH2:3][CH2:2]1.C[Si]([N-][Si](C)(C)C)(C)C.[Na+].[CH2:24](Br)[C:25]1[CH:30]=[CH:29][CH:28]=[CH:27][CH:26]=1. Product: [CH2:24]([C:1]1([C:10]([O:12][CH3:13])=[O:11])[C:9]2[C:4](=[CH:5][CH:6]=[CH:7][CH:8]=2)[CH2:3][CH2:2]1)[C:25]1[CH:30]=[CH:29][CH:28]=[CH:27][CH:26]=1. The catalyst class is: 7. (2) Reactant: [C:1]([O:5][C:6]([N:8]1[CH2:13][CH2:12][NH:11][CH2:10][CH2:9]1)=[O:7])([CH3:4])([CH3:3])[CH3:2].[N:14]1[C:18]2[CH:19]=[CH:20][CH:21]=[CH:22][C:17]=2[NH:16][C:15]=1[C:23](O)=[O:24].C1C=CC2N(O)N=NC=2C=1.CCN=C=NCCCN(C)C.C(=O)([O-])O.[Na+]. Product: [C:1]([O:5][C:6]([N:8]1[CH2:13][CH2:12][N:11]([C:23]([C:15]2[NH:16][C:17]3[CH:22]=[CH:21][CH:20]=[CH:19][C:18]=3[N:14]=2)=[O:24])[CH2:10][CH2:9]1)=[O:7])([CH3:4])([CH3:2])[CH3:3]. The catalyst class is: 3. (3) Reactant: C([O:4][C@@H:5]1[C@@H:13]([C@@:14]2([CH3:29])[CH2:19][CH2:18][C@H:17]([OH:20])[CH2:16][C@@H:15]2[CH2:21][CH2:22][N:23]2[CH2:28][CH2:27][O:26][CH2:25][CH2:24]2)[CH2:12][CH2:11][C@@:10]2([CH3:30])[C@H:6]1[CH2:7][CH2:8][C:9]2=[CH2:31])(=O)C.[H-].[H-].[H-].[H-].[Li+].[Al+3]. Product: [OH:20][C@H:17]1[CH2:18][CH2:19][C@@:14]([C@H:13]2[CH2:12][CH2:11][C@@:10]3([CH3:30])[C@@H:6]([CH2:7][CH2:8][C:9]3=[CH2:31])[C@@H:5]2[OH:4])([CH3:29])[C@@H:15]([CH2:21][CH2:22][N:23]2[CH2:24][CH2:25][O:26][CH2:27][CH2:28]2)[CH2:16]1. The catalyst class is: 1. (4) Reactant: [C:1]([OH:4])(=O)[CH3:2].C(N(CC)C(C)C)(C)C.CN(C(ON1N=NC2C=CC=NC1=2)=[N+](C)C)C.F[P-](F)(F)(F)(F)F.[Cl:38][C:39]1[CH:40]=[C:41]([C:45]2[C:50]3[N:51]([CH2:63][C@H:64]4[CH2:69][CH2:68][C@H:67]([CH3:70])[CH2:66][CH2:65]4)[C:52]([N:54]4[CH2:59][CH2:58][NH:57][C@@H:56]5[CH2:60][CH2:61][CH2:62][C@@H:55]45)=[N:53][C:49]=3[CH:48]=[C:47]([C:71]#[N:72])[N:46]=2)[CH:42]=[N:43][CH:44]=1. Product: [C:1]([N:57]1[CH2:58][CH2:59][N:54]([C:52]2[N:51]([CH2:63][C@H:64]3[CH2:69][CH2:68][C@H:67]([CH3:70])[CH2:66][CH2:65]3)[C:50]3[C:45]([C:41]4[CH:42]=[N:43][CH:44]=[C:39]([Cl:38])[CH:40]=4)=[N:46][C:47]([C:71]#[N:72])=[CH:48][C:49]=3[N:53]=2)[C@@H:55]2[CH2:62][CH2:61][CH2:60][C@@H:56]12)(=[O:4])[CH3:2]. The catalyst class is: 197. (5) Reactant: [CH3:1][C:2]1[CH:12]=[C:11]([C:13]#[C:14][C:15]([CH3:18])([CH3:17])[CH3:16])[CH:10]=[CH:9][C:3]=1[C:4]([O:6]CC)=[O:5].[OH-].[Li+].CO. Product: [CH3:16][C:15]([CH3:18])([CH3:17])[C:14]#[C:13][C:11]1[CH:10]=[CH:9][C:3]([C:4]([OH:6])=[O:5])=[C:2]([CH3:1])[CH:12]=1. The catalyst class is: 6.